This data is from Catalyst prediction with 721,799 reactions and 888 catalyst types from USPTO. The task is: Predict which catalyst facilitates the given reaction. Reactant: [NH2:1][C:2]1[CH:7]=[CH:6][C:5]([CH:8]2[C:17]3[C:12](=[CH:13][CH:14]=[CH:15][CH:16]=3)[C:11](=[O:18])[CH2:10][CH2:9]2)=[CH:4][CH:3]=1.[CH3:19][N:20]([CH:22](OC)OC)[CH3:21]. Product: [CH3:19][N:20](/[CH:22]=[C:10]1\[CH2:9][CH:8]([C:5]2[CH:4]=[CH:3][C:2](/[N:1]=[CH:19]\[N:20]([CH3:22])[CH3:21])=[CH:7][CH:6]=2)[C:17]2[C:12]([C:11]\1=[O:18])=[CH:13][CH:14]=[CH:15][CH:16]=2)[CH3:21]. The catalyst class is: 25.